From a dataset of Reaction yield outcomes from USPTO patents with 853,638 reactions. Predict the reaction yield, written as a fraction of the theoretical maximum amount of product (1.0 means a 100% yield; for example, 0.34 means a 34% yield). (1) The reactants are C12(COC3C(C4CC4)=CC(C(O)=O)=CN=3)CC3CC(CC(C3)C1)C2.[C:25]12([CH2:35][O:36][C:37]3[C:45]([CH:46]4[CH2:48][C:47]4([F:50])[F:49])=[CH:44][C:40]([C:41](O)=[O:42])=[C:39]([F:51])[CH:38]=3)[CH2:34][CH:29]3[CH2:30][CH:31]([CH2:33][CH:27]([CH2:28]3)[CH2:26]1)[CH2:32]2.COCCS(N)(=O)=O.[CH:60]1([S:63]([NH2:66])(=[O:65])=[O:64])[CH2:62][CH2:61]1. No catalyst specified. The product is [C:25]12([CH2:35][O:36][C:37]3[C:45]([CH:46]4[CH2:48][C:47]4([F:50])[F:49])=[CH:44][C:40]([C:41]([NH:66][S:63]([CH:60]4[CH2:62][CH2:61]4)(=[O:65])=[O:64])=[O:42])=[C:39]([F:51])[CH:38]=3)[CH2:32][CH:31]3[CH2:33][CH:27]([CH2:28][CH:29]([CH2:30]3)[CH2:34]1)[CH2:26]2. The yield is 0.430. (2) The product is [Cl:1][C:2]1[CH:28]=[C:27]([Cl:29])[CH:26]=[CH:25][C:3]=1[C:4]([C:6]1[O:7][C:8]2[CH:15]=[C:14]([C:16]3[CH:17]=[C:18]([CH:22]=[CH:23][CH:24]=3)[C:19]([NH:34][CH2:33][CH2:32][O:31][CH3:30])=[O:20])[CH:13]=[CH:12][C:9]=2[C:10]=1[CH3:11])=[O:5]. The yield is 0.250. The catalyst is ClCCl.CN(C1C=CN=CC=1)C. The reactants are [Cl:1][C:2]1[CH:28]=[C:27]([Cl:29])[CH:26]=[CH:25][C:3]=1[C:4]([C:6]1[O:7][C:8]2[CH:15]=[C:14]([C:16]3[CH:17]=[C:18]([CH:22]=[CH:23][CH:24]=3)[C:19](O)=[O:20])[CH:13]=[CH:12][C:9]=2[C:10]=1[CH3:11])=[O:5].[CH3:30][O:31][CH2:32][CH2:33][NH2:34].CCN=C=NCCCN(C)C.Cl.C(N(CC)C(C)C)(C)C. (3) The reactants are [Cl-].[NH4+].O.[Br:4][C:5]1[CH:10]=[CH:9][C:8]([NH:11][C@@H:12]([CH3:15])[CH2:13][OH:14])=[C:7]([N+:16]([O-])=O)[CH:6]=1. The catalyst is C(O)C.[Fe]. The product is [NH2:16][C:7]1[CH:6]=[C:5]([Br:4])[CH:10]=[CH:9][C:8]=1[NH:11][C@@H:12]([CH3:15])[CH2:13][OH:14]. The yield is 0.890. (4) The reactants are [F:1][C:2]1[CH:3]=[C:4]([CH:7]=[C:8]([O:11]C)[C:9]=1[OH:10])[CH:5]=[O:6].B(Br)(Br)Br. The catalyst is ClCCl. The product is [F:1][C:2]1[CH:3]=[C:4]([CH:7]=[C:8]([OH:11])[C:9]=1[OH:10])[CH:5]=[O:6]. The yield is 0.890. (5) The catalyst is O1CCCC1. The product is [CH2:28]([NH:30][C:11](=[O:12])[C:10]1[CH:14]=[CH:15][C:16]([O:17][C:18]2[CH:23]=[CH:22][CH:21]=[CH:20][CH:19]=2)=[C:8]([C:6]2[C:5]3[CH:24]=[CH:25][NH:26][C:4]=3[C:3](=[O:27])[N:2]([CH3:1])[CH:7]=2)[CH:9]=1)[CH3:29]. The reactants are [CH3:1][N:2]1[CH:7]=[C:6]([C:8]2[CH:9]=[C:10]([CH:14]=[CH:15][C:16]=2[O:17][C:18]2[CH:23]=[CH:22][CH:21]=[CH:20][CH:19]=2)[C:11](Cl)=[O:12])[C:5]2[CH:24]=[CH:25][NH:26][C:4]=2[C:3]1=[O:27].[CH2:28]([NH2:30])[CH3:29]. The yield is 0.610. (6) The reactants are [F:1][C:2]1[CH:3]=[CH:4][C:5]([NH:8][C:9]([C:11]2[N:12]=[C:13]([CH3:17])[S:14][C:15]=2Br)=[O:10])=[N:6][CH:7]=1.[CH3:18][C:19]1[C:24]([NH2:25])=[CH:23][CH:22]=[CH:21][N:20]=1.C1(P(C2C=CC=CC=2)C2C3OC4C(=CC=CC=4P(C4C=CC=CC=4)C4C=CC=CC=4)C(C)(C)C=3C=CC=2)C=CC=CC=1.C(=O)([O-])[O-].[Cs+].[Cs+]. The catalyst is O1CCOCC1. The product is [F:1][C:2]1[CH:3]=[CH:4][C:5]([NH:8][C:9]([C:11]2[N:12]=[C:13]([CH3:17])[S:14][C:15]=2[NH:25][C:24]2[C:19]([CH3:18])=[N:20][CH:21]=[CH:22][CH:23]=2)=[O:10])=[N:6][CH:7]=1. The yield is 0.680. (7) The yield is 0.380. The reactants are [CH3:1][O:2][C:3]1[CH:4]=[C:5]([CH:9]=[CH:10][C:11]=1[O:12][CH3:13])[C:6]([OH:8])=O.CCN(C(C)C)C(C)C.CCN=C=NCCCN(C)C.C1C=CC2N(O)N=NC=2C=1.[CH:44]1[C:56]2[NH:55][C:54]3[C:49](=[CH:50][CH:51]=[CH:52][CH:53]=3)[C:48]=2[C:47]([O:57][CH2:58][CH:59]([OH:63])[CH2:60][NH:61][CH3:62])=[CH:46][CH:45]=1. The catalyst is CN(C=O)C.C(Cl)Cl. The product is [CH:44]1[C:56]2[NH:55][C:54]3[C:49](=[CH:50][CH:51]=[CH:52][CH:53]=3)[C:48]=2[C:47]([O:57][CH2:58][CH:59]([OH:63])[CH2:60][N:61]([CH3:62])[C:6](=[O:8])[C:5]2[CH:9]=[CH:10][C:11]([O:12][CH3:13])=[C:3]([O:2][CH3:1])[CH:4]=2)=[CH:46][CH:45]=1.